The task is: Predict the product of the given reaction.. This data is from Forward reaction prediction with 1.9M reactions from USPTO patents (1976-2016). (1) Given the reactants [H-].[Na+].[Cl:3][C:4]1[CH:20]=[C:19]([C:21]#[N:22])[CH:18]=[CH:17][C:5]=1[NH:6][S:7]([C:10]1[CH:15]=[CH:14][C:13]([CH3:16])=[CH:12][CH:11]=1)(=[O:9])=[O:8].S(OCC)(O[CH2:27][CH3:28])(=O)=O.O, predict the reaction product. The product is: [Cl:3][C:4]1[CH:20]=[C:19]([C:21]#[N:22])[CH:18]=[CH:17][C:5]=1[N:6]([CH2:27][CH3:28])[S:7]([C:10]1[CH:11]=[CH:12][C:13]([CH3:16])=[CH:14][CH:15]=1)(=[O:9])=[O:8]. (2) Given the reactants C([S@]([N:7]=[C:8]1[C:17]2[C:12](=[CH:13][CH:14]=[CH:15][CH:16]=2)[O:11][C@H:10]([C:18]2[S:19][C:20]([C:23]([O:25][CH2:26][CH3:27])=[O:24])=[CH:21][N:22]=2)[CH2:9]1)=O)(C)(C)C.[BH4-].[Na+].Cl.O1CCOCC1, predict the reaction product. The product is: [NH2:7][C@@H:8]1[C:17]2[C:12](=[CH:13][CH:14]=[CH:15][CH:16]=2)[O:11][C@H:10]([C:18]2[S:19][C:20]([C:23]([O:25][CH2:26][CH3:27])=[O:24])=[CH:21][N:22]=2)[CH2:9]1. (3) Given the reactants [CH2:1]([N:3]1[C:11]2[C:6](=[CH:7][CH:8]=[CH:9][C:10]=2[F:12])[CH2:5][C:4]1=[O:13])[CH3:2].[N+:14]([O-])([O-:16])=[O:15].[Na+], predict the reaction product. The product is: [CH2:1]([N:3]1[C:11]2[C:6](=[CH:7][C:8]([N+:14]([O-:16])=[O:15])=[CH:9][C:10]=2[F:12])[CH2:5][C:4]1=[O:13])[CH3:2]. (4) The product is: [F:13][C:4]1[C:5]([CH2:9][C:10]([OH:12])=[O:11])=[C:6]([F:8])[CH:7]=[C:2]2[C:3]=1[CH:18]=[CH:17][CH:22]=[N:1]2. Given the reactants [NH2:1][C:2]1[CH:7]=[C:6]([F:8])[C:5]([CH2:9][C:10]([OH:12])=[O:11])=[C:4]([F:13])[CH:3]=1.[N+]([C:17]1[CH:22]=CC=C[CH:18]=1)([O-])=O.OS(O)(=O)=O.[OH-].[Na+].Cl, predict the reaction product.